From a dataset of Forward reaction prediction with 1.9M reactions from USPTO patents (1976-2016). Predict the product of the given reaction. (1) Given the reactants [CH:1]1[C:13]2[CH:12]([CH2:14][O:15][C:16]([N:18]3[CH2:23][C@@H:22]([NH:24][C:25](=[O:38])[CH:26]([CH2:30][O:31]CC[Si](C)(C)C)[CH:27]([CH3:29])[CH3:28])[CH2:21][C@@H:20]([C:39](=[O:62])[N:40]([CH:59]4[CH2:61][CH2:60]4)[C:41]4[CH:42]=[CH:43][C:44]5[O:49][C:48]([CH3:51])([CH3:50])[C:47](=[O:52])[N:46]([CH2:53][CH2:54][CH2:55][O:56][CH3:57])[C:45]=5[CH:58]=4)[CH2:19]3)=[O:17])[C:11]3[C:6](=[CH:7][CH:8]=[CH:9][CH:10]=3)[C:5]=2[CH:4]=[CH:3][CH:2]=1, predict the reaction product. The product is: [CH:1]1[C:13]2[CH:12]([CH2:14][O:15][C:16]([N:18]3[CH2:23][C@@H:22]([NH:24][C:25](=[O:38])[CH:26]([CH2:30][OH:31])[CH:27]([CH3:29])[CH3:28])[CH2:21][C@@H:20]([C:39](=[O:62])[N:40]([CH:59]4[CH2:60][CH2:61]4)[C:41]4[CH:42]=[CH:43][C:44]5[O:49][C:48]([CH3:51])([CH3:50])[C:47](=[O:52])[N:46]([CH2:53][CH2:54][CH2:55][O:56][CH3:57])[C:45]=5[CH:58]=4)[CH2:19]3)=[O:17])[C:11]3[C:6](=[CH:7][CH:8]=[CH:9][CH:10]=3)[C:5]=2[CH:4]=[CH:3][CH:2]=1. (2) Given the reactants B(Br)(Br)Br.[Cl:5][C:6]1[CH:7]=[C:8]([NH:12][C:13](=[O:28])/[CH:14]=[CH:15]/[C:16]2[CH:21]=[CH:20][C:19]([S:22](=[O:25])(=[O:24])[NH2:23])=[C:18]([O:26]C)[CH:17]=2)[CH:9]=[CH:10][CH:11]=1, predict the reaction product. The product is: [Cl:5][C:6]1[CH:7]=[C:8]([NH:12][C:13](=[O:28])/[CH:14]=[CH:15]/[C:16]2[CH:21]=[CH:20][C:19]([S:22](=[O:25])(=[O:24])[NH2:23])=[C:18]([OH:26])[CH:17]=2)[CH:9]=[CH:10][CH:11]=1. (3) Given the reactants [C:1]1(=[O:8])[CH2:6][CH2:5][CH2:4][C:3](=O)[CH2:2]1.Cl[CH2:10][C:11](=O)[CH3:12].C([O-])(=O)C.[NH4+:18].O, predict the reaction product. The product is: [O:8]=[C:1]1[CH2:6][CH2:5][CH2:4][C:3]2[NH:18][C:11]([CH3:12])=[CH:10][C:2]1=2.